This data is from Catalyst prediction with 721,799 reactions and 888 catalyst types from USPTO. The task is: Predict which catalyst facilitates the given reaction. (1) Reactant: Br[C:2]1[N:3]=[C:4]([CH2:7][CH3:8])[NH:5][CH:6]=1.[F:9][C:10]1[CH:15]=[CH:14][C:13](B(O)O)=[CH:12][C:11]=1[CH3:19].C([O-])([O-])=O.[Na+].[Na+]. Product: [CH2:7]([C:4]1[NH:5][CH:6]=[C:2]([C:13]2[CH:14]=[CH:15][C:10]([F:9])=[C:11]([CH3:19])[CH:12]=2)[N:3]=1)[CH3:8]. The catalyst class is: 109. (2) Reactant: [NH2:1][C:2]1[C:7]([C:8]2[S:12][C:11]3[CH:13]=[CH:14][C:15]([NH:17][C:18]([NH:20][C:21]4[CH:26]=[CH:25][C:24]([Cl:27])=[C:23]([C:28]([F:31])([F:30])[F:29])[CH:22]=4)=[O:19])=[CH:16][C:10]=3[CH:9]=2)=[CH:6][C:5]([C:32]2[N:36]([CH2:37][CH2:38][CH2:39][O:40][Si](C(C)(C)C)(C)C)[N:35]=[N:34][N:33]=2)=[CH:4][N:3]=1.[F-].C([N+](CCCC)(CCCC)CCCC)CCC. Product: [NH2:1][C:2]1[C:7]([C:8]2[S:12][C:11]3[CH:13]=[CH:14][C:15]([NH:17][C:18]([NH:20][C:21]4[CH:26]=[CH:25][C:24]([Cl:27])=[C:23]([C:28]([F:31])([F:30])[F:29])[CH:22]=4)=[O:19])=[CH:16][C:10]=3[CH:9]=2)=[CH:6][C:5]([C:32]2[N:36]([CH2:37][CH2:38][CH2:39][OH:40])[N:35]=[N:34][N:33]=2)=[CH:4][N:3]=1. The catalyst class is: 7. (3) Reactant: [Cl:1][C:2]1[CH:3]=[C:4]([CH:8]=[CH:9][N:10]=1)[C:5]([OH:7])=O.[F:11][C:12]([F:22])([F:21])[C:13]1[CH:14]=[C:15]([CH:18]=[CH:19][CH:20]=1)[CH2:16][NH2:17].CCN=C=NCCCN(C)C.Cl. The catalyst class is: 112. Product: [F:11][C:12]([F:21])([F:22])[C:13]1[CH:14]=[C:15]([CH:18]=[CH:19][CH:20]=1)[CH2:16][NH:17][C:5](=[O:7])[C:4]1[CH:8]=[CH:9][N:10]=[C:2]([Cl:1])[CH:3]=1. (4) Reactant: Cl.[CH3:2][NH:3][OH:4].O.O.O.[C:8]([O-])(=O)[CH3:9].[Na+].[CH2:13]=O.[CH2:15]([O:26][C:27]1[CH:34]=[CH:33][C:30]([CH:31]=[O:32])=[CH:29][CH:28]=1)[CH2:16][CH2:17][CH2:18][CH2:19][CH2:20][CH2:21][CH2:22][CH2:23][CH:24]=[CH2:25]. Product: [CH3:2][N:3]1[CH2:13][CH2:25][CH:24]([CH:23]([CH2:8][CH3:9])[CH2:22][CH2:21][CH2:20][CH2:19][CH2:18][CH2:17][CH2:16][CH2:15][O:26][C:27]2[CH:28]=[CH:29][C:30]([CH:31]=[O:32])=[CH:33][CH:34]=2)[O:4]1. The catalyst class is: 8. (5) Product: [C:28]([C:25]1[CH:26]=[CH:27][C:22]([N:19]2[C:18](=[O:34])[C:14]3([CH2:15][CH2:16][CH2:17]3)[N:13]([C:10]3[CH:9]=[CH:8][C:7]([CH2:6][CH2:5][CH2:4][C:3]([OH:35])=[O:2])=[CH:12][CH:11]=3)[C:20]2=[S:21])=[CH:23][C:24]=1[C:30]([F:31])([F:32])[F:33])#[N:29]. The catalyst class is: 5. Reactant: C[O:2][C:3](=[O:35])[CH2:4][CH2:5][CH2:6][C:7]1[CH:12]=[CH:11][C:10]([N:13]2[C:20](=[S:21])[N:19]([C:22]3[CH:27]=[CH:26][C:25]([C:28]#[N:29])=[C:24]([C:30]([F:33])([F:32])[F:31])[CH:23]=3)[C:18](=[O:34])[C:14]32[CH2:17][CH2:16][CH2:15]3)=[CH:9][CH:8]=1.[OH-].[Na+]. (6) Reactant: [C:1]([O:5][C:6]([CH3:9])([CH3:8])[CH3:7])(=[O:4])[CH:2]=[CH2:3].Br[C:11]1[CH:16]=[CH:15][CH:14]=[C:13]([N+:17]([O-])=O)[C:12]=1[CH3:20].C(N(CC)CC)C.C1(C)C=CC=CC=1P(C1C=CC=CC=1C)C1C=CC=CC=1C.[Cl-].[NH4+]. Product: [NH2:17][C:13]1[C:12]([CH3:20])=[C:11]([CH2:3][CH2:2][C:1]([O:5][C:6]([CH3:9])([CH3:8])[CH3:7])=[O:4])[CH:16]=[CH:15][CH:14]=1. The catalyst class is: 274.